From a dataset of Catalyst prediction with 721,799 reactions and 888 catalyst types from USPTO. Predict which catalyst facilitates the given reaction. (1) Reactant: C(N(CC)CC)C.[CH3:8][N:9]=[C:10]=[O:11].[ClH:12].Cl.[NH2:14][CH2:15][C:16]1[CH:21]=[CH:20][CH:19]=[CH:18][C:17]=1[C:22]1[C:30]2[O:29][C:28]([C:31]([NH:33][C@@H:34]3[CH:39]4[CH2:40][CH2:41][N:36]([CH2:37][CH2:38]4)[CH2:35]3)=[O:32])=[CH:27][C:26]=2[CH:25]=[CH:24][CH:23]=1.C1COCC1. Product: [ClH:12].[N:36]12[CH2:37][CH2:38][CH:39]([CH2:40][CH2:41]1)[C@@H:34]([NH:33][C:31]([C:28]1[O:29][C:30]3[C:22]([C:17]4[CH:18]=[CH:19][CH:20]=[CH:21][C:16]=4[CH2:15][NH:14][C:10]([NH:9][CH3:8])=[O:11])=[CH:23][CH:24]=[CH:25][C:26]=3[CH:27]=1)=[O:32])[CH2:35]2. The catalyst class is: 3. (2) Reactant: [NH2:1][C:2]1[CH:29]=[CH:28][C:5]2[NH:6][C:7](=[C:9]([C:20]([C:22]3[CH:27]=[CH:26][CH:25]=[CH:24][CH:23]=3)=[O:21])[C:10]([C:12]3[CH:17]=[C:16]([F:18])[CH:15]=[C:14]([F:19])[CH:13]=3)=[O:11])[NH:8][C:4]=2[CH:3]=1.O[CH2:31]C1C2N=NNC=2C=CC=1. Product: [F:18][C:16]1[CH:17]=[C:12]([C:10](=[O:11])[C:9](=[C:7]2[NH:6][C:5]3[CH:28]=[CH:29][C:2]([NH:1][CH3:31])=[CH:3][C:4]=3[NH:8]2)[C:20]([C:22]2[CH:23]=[CH:24][CH:25]=[CH:26][CH:27]=2)=[O:21])[CH:13]=[C:14]([F:19])[CH:15]=1. The catalyst class is: 8. (3) Reactant: Cl[C:2]1[N:7]=[C:6]([N:8]2[CH2:13][CH2:12][O:11][CH2:10][C@@H:9]2[CH3:14])[N:5]=[C:4]([C:15]2[CH:20]=[CH:19][C:18]([NH:21][C:22]([NH:24][CH2:25][CH3:26])=[O:23])=[CH:17][CH:16]=2)[CH:3]=1.[C:27]([C:29]1[CH:34]=[CH:33][CH:32]=[CH:31][C:30]=1B(O)O)#[N:28].C(=O)([O-])[O-].[Cs+].[Cs+]. Product: [C:27]([C:29]1[CH:34]=[CH:33][CH:32]=[CH:31][C:30]=1[C:2]1[N:7]=[C:6]([N:8]2[CH2:13][CH2:12][O:11][CH2:10][C@@H:9]2[CH3:14])[N:5]=[C:4]([C:15]2[CH:20]=[CH:19][C:18]([NH:21][C:22]([NH:24][CH2:25][CH3:26])=[O:23])=[CH:17][CH:16]=2)[CH:3]=1)#[N:28]. The catalyst class is: 38. (4) Reactant: [O:1]=[C:2]1[C:8]2[NH:9][N:10]=[C:11]([C:12]([OH:14])=O)[C:7]=2[CH2:6][CH2:5][CH2:4][CH2:3]1.C1C=CC2N(O)N=NC=2C=1.CCN=C=NCCCN(C)C.[CH2:36]([C:38]1[CH:44]=[CH:43][CH:42]=[C:41]([CH2:45][CH3:46])[C:39]=1[NH2:40])[CH3:37].CCN(C(C)C)C(C)C. Product: [CH2:36]([C:38]1[CH:44]=[CH:43][CH:42]=[C:41]([CH2:45][CH3:46])[C:39]=1[NH:40][C:12]([C:11]1[C:7]2[CH2:6][CH2:5][CH2:4][CH2:3][C:2](=[O:1])[C:8]=2[NH:9][N:10]=1)=[O:14])[CH3:37]. The catalyst class is: 18.